From a dataset of NCI-60 drug combinations with 297,098 pairs across 59 cell lines. Regression. Given two drug SMILES strings and cell line genomic features, predict the synergy score measuring deviation from expected non-interaction effect. (1) Drug 1: CNC(=O)C1=NC=CC(=C1)OC2=CC=C(C=C2)NC(=O)NC3=CC(=C(C=C3)Cl)C(F)(F)F. Drug 2: CC(C)(C#N)C1=CC(=CC(=C1)CN2C=NC=N2)C(C)(C)C#N. Cell line: NCI-H522. Synergy scores: CSS=0.709, Synergy_ZIP=-3.18, Synergy_Bliss=-4.25, Synergy_Loewe=-0.227, Synergy_HSA=-1.16. (2) Drug 1: C1CCC(C1)C(CC#N)N2C=C(C=N2)C3=C4C=CNC4=NC=N3. Cell line: BT-549. Synergy scores: CSS=1.01, Synergy_ZIP=2.25, Synergy_Bliss=5.81, Synergy_Loewe=2.99, Synergy_HSA=2.50. Drug 2: C1=CC(=CC=C1C#N)C(C2=CC=C(C=C2)C#N)N3C=NC=N3. (3) Drug 1: C1=C(C(=O)NC(=O)N1)N(CCCl)CCCl. Drug 2: C1CC(C1)(C(=O)O)C(=O)O.[NH2-].[NH2-].[Pt+2]. Cell line: SK-MEL-2. Synergy scores: CSS=18.6, Synergy_ZIP=-9.10, Synergy_Bliss=-0.434, Synergy_Loewe=-1.37, Synergy_HSA=-0.0114. (4) Drug 1: C(=O)(N)NO. Drug 2: C#CCC(CC1=CN=C2C(=N1)C(=NC(=N2)N)N)C3=CC=C(C=C3)C(=O)NC(CCC(=O)O)C(=O)O. Cell line: IGROV1. Synergy scores: CSS=2.37, Synergy_ZIP=-1.62, Synergy_Bliss=-1.82, Synergy_Loewe=0.681, Synergy_HSA=-0.286. (5) Drug 1: C1CCC(C1)C(CC#N)N2C=C(C=N2)C3=C4C=CNC4=NC=N3. Drug 2: C1=CC(=CC=C1CC(C(=O)O)N)N(CCCl)CCCl.Cl. Cell line: LOX IMVI. Synergy scores: CSS=17.4, Synergy_ZIP=-6.66, Synergy_Bliss=0.995, Synergy_Loewe=2.26, Synergy_HSA=2.73. (6) Drug 1: CC1=C(C=C(C=C1)NC2=NC=CC(=N2)N(C)C3=CC4=NN(C(=C4C=C3)C)C)S(=O)(=O)N.Cl. Drug 2: CC1CCC2CC(C(=CC=CC=CC(CC(C(=O)C(C(C(=CC(C(=O)CC(OC(=O)C3CCCCN3C(=O)C(=O)C1(O2)O)C(C)CC4CCC(C(C4)OC)O)C)C)O)OC)C)C)C)OC. Cell line: SK-MEL-28. Synergy scores: CSS=19.6, Synergy_ZIP=3.64, Synergy_Bliss=5.44, Synergy_Loewe=-5.67, Synergy_HSA=3.09.